From a dataset of Peptide-MHC class II binding affinity with 134,281 pairs from IEDB. Regression. Given a peptide amino acid sequence and an MHC pseudo amino acid sequence, predict their binding affinity value. This is MHC class II binding data. The peptide sequence is AFILDGDNKFPKV. The MHC is HLA-DQA10501-DQB10201 with pseudo-sequence HLA-DQA10501-DQB10201. The binding affinity (normalized) is 0.412.